This data is from Catalyst prediction with 721,799 reactions and 888 catalyst types from USPTO. The task is: Predict which catalyst facilitates the given reaction. (1) Reactant: [CH3:1][C:2]1[C:3](C(O)=O)=[CH:4][C:5]2[N:6]([N:8]=[C:9]([C:11]3[CH:16]=[CH:15][CH:14]=[CH:13][CH:12]=3)[N:10]=2)[CH:7]=1.C([N:22](CC)CC)C.P(N=[N+]=[N-])(=O)(OC1C=CC=CC=1)OC1C=CC=CC=1. Product: [CH3:1][C:2]1[C:3]([NH2:22])=[CH:4][C:5]2[N:6]([N:8]=[C:9]([C:11]3[CH:16]=[CH:15][CH:14]=[CH:13][CH:12]=3)[N:10]=2)[CH:7]=1. The catalyst class is: 107. (2) Reactant: [NH:1]1[CH2:6][CH2:5][CH:4]([CH2:7][OH:8])[CH2:3][CH2:2]1.[CH2:9](N(CC)CC)C.C(OC([O-])=O)(OC[CH2:20][CH2:21][CH3:22])=O.[C:27]([OH:30])(=[O:29])C. Product: [C:21]([O:30][C:27]([N:1]1[CH2:6][CH2:5][CH:4]([CH2:7][OH:8])[CH2:3][CH2:2]1)=[O:29])([CH3:20])([CH3:22])[CH3:9]. The catalyst class is: 4. (3) Reactant: [C:1]([C@@H:4]1[CH2:12][C@H:11]2[C@H:6]([CH2:7][CH2:8][CH2:9][CH2:10]2)[NH:5]1)([OH:3])=[O:2].[C:13]([C@@H:18]([NH:22][C@H:23]([C:25](O)=[O:26])[CH3:24])[CH2:19][CH2:20][CH3:21])([O:15][CH2:16][CH3:17])=[O:14].F[P-](F)(F)(F)(F)F.N1(OC(N(C)C)=[N+](C)C)C2C=CC=CC=2N=N1.[Na+].[Cl-]. Product: [CH2:16]([O:15][C:13]([C@@H:18]([NH:22][C@@H:23]([CH3:24])[C:25]([O:2][C:1]([CH:4]1[CH2:12][CH:11]2[CH:6]([CH2:7][CH2:8][CH2:9][CH2:10]2)[NH:5]1)=[O:3])=[O:26])[CH2:19][CH2:20][CH3:21])=[O:14])[CH3:17]. The catalyst class is: 556.